From a dataset of Reaction yield outcomes from USPTO patents with 853,638 reactions. Predict the reaction yield, written as a fraction of the theoretical maximum amount of product (1.0 means a 100% yield; for example, 0.34 means a 34% yield). (1) The reactants are Cl[C:2]1[N:3]=[N+:4]([O-:13])[C:5]2[CH:11]=[CH:10][C:9]([F:12])=[CH:8][C:6]=2[N:7]=1.[CH2:14]([Sn](CC)(CC)CC)[CH3:15]. The catalyst is COCCOC.C1C=CC([P]([Pd]([P](C2C=CC=CC=2)(C2C=CC=CC=2)C2C=CC=CC=2)([P](C2C=CC=CC=2)(C2C=CC=CC=2)C2C=CC=CC=2)[P](C2C=CC=CC=2)(C2C=CC=CC=2)C2C=CC=CC=2)(C2C=CC=CC=2)C2C=CC=CC=2)=CC=1. The product is [CH2:14]([C:2]1[N:3]=[N+:4]([O-:13])[C:5]2[CH:11]=[CH:10][C:9]([F:12])=[CH:8][C:6]=2[N:7]=1)[CH3:15]. The yield is 0.930. (2) The reactants are [C:1](OC(=O)C)(=[O:3])[CH3:2].[NH2:8][C:9]1[CH:10]=[C:11]([CH:17]=[C:18]([I:20])[CH:19]=1)[C:12]([O:14][CH2:15][CH3:16])=[O:13].C(N(CC)CC)C. The catalyst is C(Cl)Cl. The product is [C:1]([NH:8][C:9]1[CH:10]=[C:11]([CH:17]=[C:18]([I:20])[CH:19]=1)[C:12]([O:14][CH2:15][CH3:16])=[O:13])(=[O:3])[CH3:2]. The yield is 0.410. (3) The reactants are [Cl:1][C:2]1[C:3]([O:9][C:10]2[CH:17]=[C:16]([O:18]COC)[CH:15]=[CH:14][C:11]=2[CH:12]=[O:13])=[N:4][CH:5]=[C:6]([Cl:8])[CH:7]=1.Cl. The catalyst is CC(C)=O. The product is [Cl:1][C:2]1[C:3]([O:9][C:10]2[CH:17]=[C:16]([OH:18])[CH:15]=[CH:14][C:11]=2[CH:12]=[O:13])=[N:4][CH:5]=[C:6]([Cl:8])[CH:7]=1. The yield is 0.990. (4) The reactants are Cl[C:2]1[CH:9]=[CH:8][C:5]([CH:6]=[O:7])=[CH:4][C:3]=1[N+:10]([O-:12])=[O:11].[CH2:13]([O:20][C:21]1[CH:26]=[CH:25][C:24]([OH:27])=[CH:23][CH:22]=1)[C:14]1[CH:19]=[CH:18][CH:17]=[CH:16][CH:15]=1.C(=O)([O-])[O-].[K+].[K+]. The catalyst is N1C=CC=CC=1. The product is [CH2:13]([O:20][C:21]1[CH:22]=[CH:23][C:24]([O:27][C:2]2[CH:9]=[CH:8][C:5]([CH:6]=[O:7])=[CH:4][C:3]=2[N+:10]([O-:12])=[O:11])=[CH:25][CH:26]=1)[C:14]1[CH:15]=[CH:16][CH:17]=[CH:18][CH:19]=1. The yield is 0.860. (5) The reactants are [CH3:1][C:2]1[CH:7]=[CH:6][N:5]=[C:4]([NH2:8])[C:3]=1[NH2:9].[C:10](O)(=O)[C:11]1[CH:16]=[CH:15][CH:14]=[CH:13][CH:12]=1. The catalyst is O=P(Cl)(Cl)Cl. The product is [CH3:1][C:2]1[CH:7]=[CH:6][N:5]=[C:4]2[NH:8][C:10]([C:11]3[CH:16]=[CH:15][CH:14]=[CH:13][CH:12]=3)=[N:9][C:3]=12. The yield is 0.600.